Task: Predict the reaction yield, written as a fraction of the theoretical maximum amount of product (1.0 means a 100% yield; for example, 0.34 means a 34% yield).. Dataset: Reaction yield outcomes from USPTO patents with 853,638 reactions The product is [CH3:1][C:2]1[O:6][N:5]=[C:4]([C:7]2[CH:8]=[CH:9][CH:10]=[CH:11][CH:12]=2)[C:3]=1[CH2:13][O:14][C:15]1[N:16]=[CH:17][C:18]([C:19]([N:35]2[CH2:36][C:33]3([CH2:30][O:31][CH2:32]3)[CH2:34]2)=[O:21])=[CH:22][CH:23]=1. The yield is 0.760. The reactants are [CH3:1][C:2]1[O:6][N:5]=[C:4]([C:7]2[CH:12]=[CH:11][CH:10]=[CH:9][CH:8]=2)[C:3]=1[CH2:13][O:14][C:15]1[CH:23]=[CH:22][C:18]([C:19]([OH:21])=O)=[CH:17][N:16]=1.C(O)(=O)C(O)=O.[CH2:30]1[C:33]2([CH2:36][NH:35][CH2:34]2)[CH2:32][O:31]1. No catalyst specified.